From a dataset of Reaction yield outcomes from USPTO patents with 853,638 reactions. Predict the reaction yield, written as a fraction of the theoretical maximum amount of product (1.0 means a 100% yield; for example, 0.34 means a 34% yield). (1) The reactants are N[C:2]1[CH:3]=[C:4]([CH:9]=[C:10]([N+:14]([O-:16])=[O:15])[C:11]=1[O:12][CH3:13])[C:5]([O:7][CH3:8])=[O:6].[I:17]I.N(OC(C)(C)C)=O. The catalyst is C1(C)C=CC=CC=1. The product is [I:17][C:2]1[CH:3]=[C:4]([CH:9]=[C:10]([N+:14]([O-:16])=[O:15])[C:11]=1[O:12][CH3:13])[C:5]([O:7][CH3:8])=[O:6]. The yield is 0.510. (2) The reactants are [OH:1][C:2]1([C:6]2[S:7][C:8]([C:11]3[CH:12]=[C:13]([NH:20][C:21]4[N:26]=[C:25]([O:27][CH:28]5[CH2:33][CH2:32][N:31]([C:34]([O:36][C:37]([CH3:40])([CH3:39])[CH3:38])=[O:35])[CH2:30][CH2:29]5)[CH:24]=[CH:23][N:22]=4)[CH:14]=[C:15]([N+:17]([O-])=O)[CH:16]=3)=[CH:9][N:10]=2)[CH2:5][CH2:4][CH2:3]1. The catalyst is CO.[Pt]. The product is [NH2:17][C:15]1[CH:14]=[C:13]([NH:20][C:21]2[N:26]=[C:25]([O:27][CH:28]3[CH2:29][CH2:30][N:31]([C:34]([O:36][C:37]([CH3:40])([CH3:39])[CH3:38])=[O:35])[CH2:32][CH2:33]3)[CH:24]=[CH:23][N:22]=2)[CH:12]=[C:11]([C:8]2[S:7][C:6]([C:2]3([OH:1])[CH2:5][CH2:4][CH2:3]3)=[N:10][CH:9]=2)[CH:16]=1. The yield is 0.820. (3) The catalyst is C1(C)C=CC=CC=1. The product is [Cl:26][C:24]1[CH:25]=[C:20]([CH:15]([C:16]([F:17])([F:19])[F:18])/[CH:14]=[C:12](/[C:9]2[CH:10]=[CH:11][C:6]([N:1]3[CH:5]=[N:4][CH:3]=[N:2]3)=[CH:7][CH:8]=2)\[CH3:13])[CH:21]=[C:22]([Cl:27])[CH:23]=1. The yield is 0.310. The reactants are [N:1]1([C:6]2[CH:11]=[CH:10][C:9]([C:12](O)([CH2:14][CH:15]([C:20]3[CH:25]=[C:24]([Cl:26])[CH:23]=[C:22]([Cl:27])[CH:21]=3)[C:16]([F:19])([F:18])[F:17])[CH3:13])=[CH:8][CH:7]=2)[CH:5]=[N:4][CH:3]=[N:2]1.C1(C)C=CC(S(O)(=O)=O)=CC=1. (4) The reactants are Cl[C:2]1[N:3]([CH2:28][CH2:29][CH3:30])[C:4](=[O:27])[C:5]2[NH:6][C:7]([C:11]3[CH:12]=[N:13][N:14]([CH2:16][C:17]4[CH:22]=[CH:21][CH:20]=[C:19]([C:23]([F:26])([F:25])[F:24])[CH:18]=4)[CH:15]=3)=[N:8][C:9]=2[N:10]=1.[F:31][C:32]([F:43])([F:42])[C:33]1C=CC(B(O)O)=C[CH:34]=1.C([O-])(O)=O.[Na+].[CH2:49]1[CH2:53]O[CH2:51][CH2:50]1. The catalyst is C1C=CC([P]([Pd]([P](C2C=CC=CC=2)(C2C=CC=CC=2)C2C=CC=CC=2)([P](C2C=CC=CC=2)(C2C=CC=CC=2)C2C=CC=CC=2)[P](C2C=CC=CC=2)(C2C=CC=CC=2)C2C=CC=CC=2)(C2C=CC=CC=2)C2C=CC=CC=2)=CC=1. The product is [CH2:28]([N:3]1[C:4](=[O:27])[C:5]2[NH:6][C:7]([C:11]3[CH:12]=[N:13][N:14]([CH2:16][C:17]4[CH:22]=[CH:21][CH:20]=[C:19]([C:23]([F:26])([F:25])[F:24])[CH:18]=4)[CH:15]=3)=[N:8][C:9]=2[N:10]=[C:2]1[C:49]1[CH:50]=[CH:51][C:33]([C:32]([F:43])([F:42])[F:31])=[CH:34][CH:53]=1)[CH2:29][CH3:30]. The yield is 0.360. (5) The reactants are [Cl:1][C:2]1[N:3]=[CH:4][C:5]2[N:10]([CH3:11])[CH:9]=[C:8](I)[C:6]=2[N:7]=1.[CH3:13][S:14]([NH:17][C:18]1[CH:19]=[C:20](B(O)O)[CH:21]=[CH:22][CH:23]=1)(=[O:16])=[O:15].C([O-])([O-])=O.[Na+].[Na+].O. The catalyst is CN(C=O)C. The product is [Cl:1][C:2]1[N:3]=[CH:4][C:5]2[N:10]([CH3:11])[CH:9]=[C:8]([C:22]3[CH:23]=[C:18]([NH:17][S:14]([CH3:13])(=[O:15])=[O:16])[CH:19]=[CH:20][CH:21]=3)[C:6]=2[N:7]=1. The yield is 0.680.